This data is from Catalyst prediction with 721,799 reactions and 888 catalyst types from USPTO. The task is: Predict which catalyst facilitates the given reaction. (1) Reactant: [C:1]([O:5][C:6](=[O:41])[N:7]([CH2:9][CH2:10][N:11]([CH2:13][C:14]1[C:15]([C:25]2[CH2:30][CH2:29][C:28]([CH3:32])([CH3:31])[C@H:27]([O:33][Si:34]([C:37]([CH3:40])([CH3:39])[CH3:38])([CH3:36])[CH3:35])[CH:26]=2)=[N:16][N:17]([CH:19]2[CH2:24][CH2:23][CH2:22][CH2:21][O:20]2)[CH:18]=1)[CH3:12])[CH3:8])([CH3:4])([CH3:3])[CH3:2]. Product: [Si:34]([O:33][C@H:27]1[C:28]([CH3:31])([CH3:32])[CH2:29][CH2:30][CH:25]([C:15]2[C:14]([CH2:13][N:11]([CH3:12])[CH2:10][CH2:9][N:7]([CH3:8])[C:6](=[O:41])[O:5][C:1]([CH3:2])([CH3:3])[CH3:4])=[CH:18][N:17]([CH:19]3[CH2:24][CH2:23][CH2:22][CH2:21][O:20]3)[N:16]=2)[CH2:26]1)([C:37]([CH3:38])([CH3:39])[CH3:40])([CH3:36])[CH3:35]. The catalyst class is: 14. (2) Reactant: N1CCC(C2C3C(=C(C(N)=O)C=C(C4SC=CC=4)C=3)NC=2)CC1.[NH2:24][C:25]([C:27]1[CH:28]=[C:29]([C:49]2[CH:54]=[CH:53][C:52]([CH3:55])=[CH:51][CH:50]=2)[CH:30]=[C:31]2[C:35]=1[NH:34][CH:33]=[C:32]2[CH:36]1[CH2:41][CH2:40][N:39](C(OC(C)(C)C)=O)[CH2:38][CH2:37]1)=[O:26].Cl. Product: [CH3:55][C:52]1[CH:53]=[CH:54][C:49]([C:29]2[CH:30]=[C:31]3[C:35](=[C:27]([C:25]([NH2:24])=[O:26])[CH:28]=2)[NH:34][CH:33]=[C:32]3[CH:36]2[CH2:41][CH2:40][NH:39][CH2:38][CH2:37]2)=[CH:50][CH:51]=1. The catalyst class is: 5.